From a dataset of Reaction yield outcomes from USPTO patents with 853,638 reactions. Predict the reaction yield, written as a fraction of the theoretical maximum amount of product (1.0 means a 100% yield; for example, 0.34 means a 34% yield). (1) The reactants are N(C[C@@H:5]([NH:13][C:14](OC(C)(C)C)=O)[CH2:6][C:7]1[CH:12]=[CH:11][CH:10]=[CH:9][CH:8]=1)=[N+]=[N-].O[CH2:22][C@@H:23]([NH:31]C(OC(C)(C)C)=O)[CH2:24][C:25]1[CH:30]=[CH:29][CH:28]=[CH:27][CH:26]=1.C([N:41](CC)[CH2:42][CH3:43])C.S(Cl)(C)(=O)=O.[N-:51]=[N+:52]=[N-].[Na+]. The catalyst is ClCCl.CN(C)C=O. The product is [CH:14]1[C:8]2[C:7](=[CH:12][C:11]([C:42]3[N:41]=[N:51][NH:52][C:43]=3[CH2:22][C@@H:23]([NH2:31])[CH2:24][C:25]3[CH:26]=[CH:27][CH:28]=[CH:29][CH:30]=3)=[CH:10][CH:9]=2)[CH:6]=[CH:5][N:13]=1. The yield is 0.910. (2) The reactants are [CH3:1][C:2]1[CH:7]=[CH:6][C:5]([S:8]([N:11]2[CH:15]=[CH:14][CH:13]=[N:12]2)(=[O:10])=[O:9])=[CH:4][CH:3]=1.C([Li])(C)(C)C.[CH2:21]([CH:23]([CH2:26][CH3:27])[CH:24]=[O:25])[CH3:22]. The yield is 0.750. The product is [CH2:21]([CH:23]([CH2:26][CH3:27])[CH:24]([C:15]1[N:11]([S:8]([C:5]2[CH:6]=[CH:7][C:2]([CH3:1])=[CH:3][CH:4]=2)(=[O:10])=[O:9])[N:12]=[CH:13][CH:14]=1)[OH:25])[CH3:22]. The catalyst is C1COCC1.